From a dataset of Full USPTO retrosynthesis dataset with 1.9M reactions from patents (1976-2016). Predict the reactants needed to synthesize the given product. (1) The reactants are: [CH:1]([C:4]1[C:8]2[CH:9]=[CH:10][CH:11]=[CH:12][C:7]=2[O:6][C:5]=1[CH:13]=O)([CH3:3])[CH3:2].[CH3:15][NH2:16].C(O)C.[BH4-].[Na+]. Given the product [CH:1]([C:4]1[C:8]2[CH:9]=[CH:10][CH:11]=[CH:12][C:7]=2[O:6][C:5]=1[CH2:13][NH:16][CH3:15])([CH3:3])[CH3:2], predict the reactants needed to synthesize it. (2) The reactants are: [CH2:1]([N:5]1[C:13]2[C:12](=[O:14])[N:11]([CH3:15])[C:10](Cl)=[N:9][C:8]=2[N:7]=[C:6]1[N:17]1[CH2:22][CH2:21][N:20](C(OC(C)(C)C)=O)[CH2:19][CH2:18]1)[C:2]#[C:3][CH3:4].[OH:30][CH2:31][C:32]([O:34][CH2:35][CH3:36])=[O:33]. Given the product [CH2:1]([N:5]1[C:13]2[C:12](=[O:14])[N:11]([CH3:15])[C:10]([O:30][CH2:31][C:32]([O:34][CH2:35][CH3:36])=[O:33])=[N:9][C:8]=2[N:7]=[C:6]1[N:17]1[CH2:18][CH2:19][NH:20][CH2:21][CH2:22]1)[C:2]#[C:3][CH3:4], predict the reactants needed to synthesize it. (3) Given the product [CH3:1][CH:2]([CH2:3][C@H:4]([CH2:9][NH2:24])[CH2:5][C:6]([OH:8])=[O:7])[CH3:21], predict the reactants needed to synthesize it. The reactants are: [CH3:1][CH:2]([CH3:21])[CH2:3][C@@H:4]([CH2:9]C(=O)N[C@H](C1C=CC=CC=1)C)[CH2:5][C:6]([OH:8])=[O:7].C([N:24](CC)CC)C.ClC(OC)=O.[N-]=[N+]=[N-].[Na+].Cl.C1(O)C=CC=CC=1.[Cl-].[Na+].[OH-].[Na+]. (4) Given the product [F:23][C:20]1[CH:19]=[C:18]([F:24])[CH:17]=[CH:22][C:21]=1[CH:15]=[CH:14][C:5]1[CH:6]=[C:7]([O:12][CH3:13])[C:8]([CH:9]([CH3:11])[CH3:10])=[C:3]([O:2][CH3:1])[CH:4]=1, predict the reactants needed to synthesize it. The reactants are: [CH3:1][O:2][C:3]1[CH:4]=[C:5]([CH:14]=[CH2:15])[CH:6]=[C:7]([O:12][CH3:13])[C:8]=1[CH:9]([CH3:11])[CH3:10].Br[C:17]1[CH:22]=[CH:21][C:20]([F:23])=[CH:19][C:18]=1[F:24].C([O-])([O-])=O.[K+].[K+].O.